From a dataset of Reaction yield outcomes from USPTO patents with 853,638 reactions. Predict the reaction yield, written as a fraction of the theoretical maximum amount of product (1.0 means a 100% yield; for example, 0.34 means a 34% yield). (1) The reactants are [CH3:1][O:2][C:3](=[O:16])[C:4]1[CH:9]=[C:8](Cl)[N:7]=[C:6]([NH:11][C@H:12]([CH2:14][CH3:15])[CH3:13])[CH:5]=1.C(P(C(C)(C)C)C1C=CC=CC=1C1C=CC=CC=1)(C)(C)C.[CH3:38][S:39]([NH2:42])(=[O:41])=[O:40].[Na]. The catalyst is C1(C)C=CC=CC=1.C1C=CC(/C=C/C(/C=C/C2C=CC=CC=2)=O)=CC=1.C1C=CC(/C=C/C(/C=C/C2C=CC=CC=2)=O)=CC=1.[Pd]. The product is [CH3:1][O:2][C:3](=[O:16])[C:4]1[CH:9]=[C:8]([NH:42][S:39]([CH3:38])(=[O:41])=[O:40])[N:7]=[C:6]([NH:11][C@H:12]([CH2:14][CH3:15])[CH3:13])[CH:5]=1. The yield is 0.460. (2) The reactants are [Si]([O:8][CH2:9][CH:10]1[CH2:14][CH2:13][N:12]([C:15]2[CH:16]=[CH:17][C:18]([CH3:36])=[C:19]([CH:35]=2)[C:20]([NH:22][C:23]2[C:24]([CH3:34])=[C:25]([CH:30]=[CH:31][C:32]=2[CH3:33])[C:26]([O:28][CH3:29])=[O:27])=[O:21])[CH2:11]1)(C(C)(C)C)(C)C.[N+](CCCC)(CCCC)(CCCC)CCCC.[F-]. The catalyst is C1COCC1. The product is [OH:8][CH2:9][CH:10]1[CH2:14][CH2:13][N:12]([C:15]2[CH:16]=[CH:17][C:18]([CH3:36])=[C:19]([CH:35]=2)[C:20]([NH:22][C:23]2[C:24]([CH3:34])=[C:25]([CH:30]=[CH:31][C:32]=2[CH3:33])[C:26]([O:28][CH3:29])=[O:27])=[O:21])[CH2:11]1. The yield is 0.510. (3) The reactants are [OH:1][CH:2]([C:31]([CH3:34])([CH3:33])[CH3:32])[CH2:3][NH:4][C:5]([C:7]1[N:8]=[N:9][C:10]([N:13]2[CH2:18][CH2:17][N:16]([C:19](=[O:30])[C:20]3[CH:25]=[CH:24][CH:23]=[CH:22][C:21]=3[C:26]([F:29])([F:28])[F:27])[CH2:15][CH2:14]2)=[CH:11][CH:12]=1)=[O:6].[H-].[Na+].[CH3:37]I. The catalyst is C1COCC1. The product is [CH3:37][O:1][CH:2]([C:31]([CH3:34])([CH3:33])[CH3:32])[CH2:3][NH:4][C:5]([C:7]1[N:8]=[N:9][C:10]([N:13]2[CH2:18][CH2:17][N:16]([C:19](=[O:30])[C:20]3[CH:25]=[CH:24][CH:23]=[CH:22][C:21]=3[C:26]([F:28])([F:29])[F:27])[CH2:15][CH2:14]2)=[CH:11][CH:12]=1)=[O:6]. The yield is 0.300. (4) The reactants are [O:1]1[C:5]2([CH2:10][CH2:9][NH:8][CH2:7][CH2:6]2)[O:4][CH2:3][CH2:2]1.Br[C:12]1[CH:17]=[CH:16][CH:15]=[CH:14][CH:13]=1.CC(C)([O-])C.[Na+].C1(P(C2CCCCC2)C2C=CC=CC=2C2C(OC)=CC=CC=2OC)CCCCC1. The catalyst is C1(C)C=CC=CC=1.C1C=CC(/C=C/C(/C=C/C2C=CC=CC=2)=O)=CC=1.C1C=CC(/C=C/C(/C=C/C2C=CC=CC=2)=O)=CC=1.C1C=CC(/C=C/C(/C=C/C2C=CC=CC=2)=O)=CC=1.C(Cl)(Cl)Cl.[Pd].[Pd].O. The product is [C:12]1([N:8]2[CH2:9][CH2:10][C:5]3([O:4][CH2:3][CH2:2][O:1]3)[CH2:6][CH2:7]2)[CH:17]=[CH:16][CH:15]=[CH:14][CH:13]=1. The yield is 1.00.